Dataset: Retrosynthesis with 50K atom-mapped reactions and 10 reaction types from USPTO. Task: Predict the reactants needed to synthesize the given product. (1) Given the product O=S(=O)(N[C@H]1CCN(CCc2ccc(F)cc2)C1)C12CC3CC(CC(C3)C1)C2, predict the reactants needed to synthesize it. The reactants are: N[C@H]1CCN(CCc2ccc(F)cc2)C1.O=S(=O)(Cl)C12CC3CC(CC(C3)C1)C2. (2) Given the product Cc1cc(C)c(N(c2ccccc2)c2ccccc2Br)c(C)c1, predict the reactants needed to synthesize it. The reactants are: Brc1ccccc1I.Cc1cc(C)c(Nc2ccccc2)c(C)c1.